From a dataset of Full USPTO retrosynthesis dataset with 1.9M reactions from patents (1976-2016). Predict the reactants needed to synthesize the given product. Given the product [I:16][C:2]1[CH:11]=[CH:10][C:5]([C:6]([O:8][CH3:9])=[O:7])=[C:4]([C:12]([F:15])([F:14])[F:13])[CH:3]=1, predict the reactants needed to synthesize it. The reactants are: N[C:2]1[CH:11]=[CH:10][C:5]([C:6]([O:8][CH3:9])=[O:7])=[C:4]([C:12]([F:15])([F:14])[F:13])[CH:3]=1.[I:16]CI.N(OCCC(C)C)=O.